The task is: Predict the product of the given reaction.. This data is from Forward reaction prediction with 1.9M reactions from USPTO patents (1976-2016). Given the reactants C([O:4][C@@H:5]1[C@@H:10]([O:11]C(=O)C)[C@H:9]([O:15]C(=O)C)[C@@H:8]([C:19]([O:21]C)=[O:20])[O:7][C@H:6]1[O:23][C:24]1[CH:32]=[C:31]2[C:27]([C@H:28]([CH2:122][Cl:123])[CH2:29][N:30]2[C:33](=[O:121])[CH2:34][CH2:35][CH2:36][C:37]([N:39]2[C:47]3[C:42](=[C:43]4[C:117]([CH3:118])=[CH:116][S:115][C:44]4=[C:45]([O:48][C:49](=[O:114])[N:50]([CH2:52][CH2:53][N:54]([C:56]([O:58][CH2:59][C:60]4[CH:65]=[CH:64][C:63]([NH:66][C:67](=[O:113])[C@H:68]([CH2:106][CH2:107][CH2:108][NH:109][C:110]([NH2:112])=[O:111])[NH:69][C:70](=[O:105])[C@H:71]([CH:102]([CH3:104])[CH3:103])[NH:72][C:73](=[O:101])[C@@H:74]([NH:97][C:98](=[O:100])[CH3:99])[CH2:75][CH2:76][CH2:77][CH2:78][NH:79]C(=O)OCC5C6C=CC=CC=6C6C5=CC=CC=6)=[CH:62][CH:61]=4)=[O:57])[CH3:55])[CH3:51])[CH:46]=3)[C@H:41]([CH2:119][Cl:120])[CH2:40]2)=[O:38])=[C:26]2[C:124]([CH3:127])=[CH:125][S:126][C:25]=12)(=O)C.C1COCC1.CO.O[Li].O, predict the reaction product. The product is: [C:98]([NH:97][C@@H:74]([CH2:75][CH2:76][CH2:77][CH2:78][NH2:79])[C:73]([NH:72][C@@H:71]([CH:102]([CH3:103])[CH3:104])[C:70]([NH:69][C@@H:68]([CH2:106][CH2:107][CH2:108][NH:109][C:110]([NH2:112])=[O:111])[C:67]([NH:66][C:63]1[CH:64]=[CH:65][C:60]([CH2:59][O:58][C:56]([N:54]([CH3:55])[CH2:53][CH2:52][N:50]([CH3:51])[C:49]([O:48][C:45]2[CH:46]=[C:47]3[C:42]([C@H:41]([CH2:119][Cl:120])[CH2:40][N:39]3[C:37](=[O:38])[CH2:36][CH2:35][CH2:34][C:33]([N:30]3[C:31]4[C:27](=[C:26]5[C:124]([CH3:127])=[CH:125][S:126][C:25]5=[C:24]([O:23][C@@H:6]5[O:7][C@H:8]([C:19]([OH:21])=[O:20])[C@@H:9]([OH:15])[C@H:10]([OH:11])[C@H:5]5[OH:4])[CH:32]=4)[C@H:28]([CH2:122][Cl:123])[CH2:29]3)=[O:121])=[C:43]3[C:117]([CH3:118])=[CH:116][S:115][C:44]=23)=[O:114])=[O:57])=[CH:61][CH:62]=1)=[O:113])=[O:105])=[O:101])(=[O:100])[CH3:99].